From a dataset of CYP2C9 inhibition data for predicting drug metabolism from PubChem BioAssay. Regression/Classification. Given a drug SMILES string, predict its absorption, distribution, metabolism, or excretion properties. Task type varies by dataset: regression for continuous measurements (e.g., permeability, clearance, half-life) or binary classification for categorical outcomes (e.g., BBB penetration, CYP inhibition). Dataset: cyp2c9_veith. The compound is Cc1noc(C)c1C(=O)N1CCC2(CCN(Cc3ccc(C#N)cc3)CC2)CC1. The result is 0 (non-inhibitor).